This data is from Reaction yield outcomes from USPTO patents with 853,638 reactions. The task is: Predict the reaction yield, written as a fraction of the theoretical maximum amount of product (1.0 means a 100% yield; for example, 0.34 means a 34% yield). The reactants are C1(S([N:10]2[C:14]3=[N:15][CH:16]=[C:17]([Cl:19])[CH:18]=[C:13]3[C:12]([CH2:20][C:21]3[CH:22]=[CH:23][C:24]([NH:27][CH2:28][C:29]4[CH:30]=[N:31][CH:32]=[C:33]([F:35])[CH:34]=4)=[N:25][CH:26]=3)=[CH:11]2)(=O)=O)C=CC=CC=1.[F-].C([N+](CCCC)(CCCC)CCCC)CCC.O. The catalyst is O1CCCC1. The product is [Cl:19][C:17]1[CH:18]=[C:13]2[C:12]([CH2:20][C:21]3[CH:22]=[CH:23][C:24]([NH:27][CH2:28][C:29]4[CH:30]=[N:31][CH:32]=[C:33]([F:35])[CH:34]=4)=[N:25][CH:26]=3)=[CH:11][NH:10][C:14]2=[N:15][CH:16]=1. The yield is 0.310.